Dataset: Catalyst prediction with 721,799 reactions and 888 catalyst types from USPTO. Task: Predict which catalyst facilitates the given reaction. Reactant: [Cl:1][C:2]1[CH:3]=[N:4][C:5]2[CH:6]([O:11]C(=O)C)[CH2:7][CH2:8][C:9]=2[CH:10]=1.[OH-].[Na+].CCCCCCC.C(OCC)(=O)C. Product: [Cl:1][C:2]1[CH:3]=[N:4][C:5]2[CH:6]([OH:11])[CH2:7][CH2:8][C:9]=2[CH:10]=1. The catalyst class is: 24.